From a dataset of Forward reaction prediction with 1.9M reactions from USPTO patents (1976-2016). Predict the product of the given reaction. (1) Given the reactants CC1(C)C2C=CC=C(P(C3C=CC=CC=3)C3C=CC=CC=3)C=2OC2C1=CC=CC=2P(C1C=CC=CC=1)C1C=CC=CC=1.[C:43]([NH2:51])(=[O:50])[C:44]1[CH:49]=[CH:48][CH:47]=[N:46][CH:45]=1.C(=O)([O-])[O-].[Cs+].[Cs+].Br[C:59]1[CH:64]=[CH:63][C:62]([C:65]2[O:80][C:68]3[N:69]=[CH:70][N:71]=[C:72]([N:73]4[CH2:78][CH2:77][N:76]([CH3:79])[CH2:75][CH2:74]4)[C:67]=3[C:66]=2[C:81]2[CH:86]=[CH:85][CH:84]=[CH:83][CH:82]=2)=[CH:61][CH:60]=1, predict the reaction product. The product is: [CH3:79][N:76]1[CH2:75][CH2:74][N:73]([C:72]2[C:67]3[C:66]([C:81]4[CH:86]=[CH:85][CH:84]=[CH:83][CH:82]=4)=[C:65]([C:62]4[CH:63]=[CH:64][C:59]([NH:51][C:43](=[O:50])[C:44]5[CH:49]=[CH:48][CH:47]=[N:46][CH:45]=5)=[CH:60][CH:61]=4)[O:80][C:68]=3[N:69]=[CH:70][N:71]=2)[CH2:78][CH2:77]1. (2) Given the reactants [NH:1]1[CH2:4][CH:3]([O:5][C:6]2[CH:11]=[CH:10][C:9]([N:12]3[CH:17]=[CH:16][C:15]4[N:18]=[C:19]([C:21]5[CH:26]=[CH:25][C:24]([Cl:27])=[CH:23][CH:22]=5)[S:20][C:14]=4[C:13]3=[O:28])=[CH:8][C:7]=2[O:29][CH3:30])[CH2:2]1.C(N(CC)CC)C.[C:38](Cl)(=[O:40])[CH3:39].Cl, predict the reaction product. The product is: [C:38]([N:1]1[CH2:4][CH:3]([O:5][C:6]2[CH:11]=[CH:10][C:9]([N:12]3[CH:17]=[CH:16][C:15]4[N:18]=[C:19]([C:21]5[CH:22]=[CH:23][C:24]([Cl:27])=[CH:25][CH:26]=5)[S:20][C:14]=4[C:13]3=[O:28])=[CH:8][C:7]=2[O:29][CH3:30])[CH2:2]1)(=[O:40])[CH3:39]. (3) Given the reactants [C:1]1([OH:12])[C:10]2[C:5](=[CH:6][CH:7]=[CH:8][CH:9]=2)[CH:4]=[C:3]([OH:11])[CH:2]=1.N1C(C)=CC=CC=1C.[Cl:21][C:22]1[CH:27]=[CH:26][CH:25]=[CH:24][C:23]=1[S:28](Cl)(=[O:30])=[O:29], predict the reaction product. The product is: [OH:12][C:1]1[C:10]2[C:5](=[CH:6][CH:7]=[CH:8][CH:9]=2)[CH:4]=[C:3]([O:11][S:28]([C:23]2[CH:24]=[CH:25][CH:26]=[CH:27][C:22]=2[Cl:21])(=[O:30])=[O:29])[CH:2]=1. (4) Given the reactants [C:1]([N:5]1[CH2:10][C:9]2([CH2:15][CH2:14][N:13]([C:16]([O:18][C:19]([CH3:22])([CH3:21])[CH3:20])=[O:17])[CH2:12][CH2:11]2)[O:8][CH:7]([CH:23]=[CH2:24])[CH2:6]1)([CH3:4])([CH3:3])[CH3:2].C([O-])=O.[NH4+], predict the reaction product. The product is: [C:1]([N:5]1[CH2:6][CH:7]([CH2:23][CH3:24])[O:8][C:9]2([CH2:15][CH2:14][N:13]([C:16]([O:18][C:19]([CH3:21])([CH3:20])[CH3:22])=[O:17])[CH2:12][CH2:11]2)[CH2:10]1)([CH3:4])([CH3:2])[CH3:3].